Dataset: Full USPTO retrosynthesis dataset with 1.9M reactions from patents (1976-2016). Task: Predict the reactants needed to synthesize the given product. (1) The reactants are: [C:1]([O:5][C:6]([NH:8][C@@H:9]1[CH2:13][CH2:12][C@@H:11]([C:14]([OH:16])=O)[CH2:10]1)=[O:7])([CH3:4])([CH3:3])[CH3:2].[NH4+].[Cl-].C[N:20](C(ON1N=NC2C=CC=CC1=2)=[N+](C)C)C.F[P-](F)(F)(F)(F)F.CCN(C(C)C)C(C)C. Given the product [C:1]([O:5][C:6](=[O:7])[NH:8][C@@H:9]1[CH2:13][CH2:12][C@@H:11]([C:14](=[O:16])[NH2:20])[CH2:10]1)([CH3:4])([CH3:3])[CH3:2], predict the reactants needed to synthesize it. (2) Given the product [F:1][C:2]1[CH:7]=[CH:6][CH:5]=[CH:4][C:3]=1[C:8]1[C:9]([C:17]([O:19][CH3:20])=[O:18])=[CH:10][C:11]([CH2:14][OH:15])=[CH:12][CH:13]=1, predict the reactants needed to synthesize it. The reactants are: [F:1][C:2]1[CH:7]=[CH:6][CH:5]=[CH:4][C:3]=1[C:8]1[CH:13]=[CH:12][C:11]([C:14](O)=[O:15])=[CH:10][C:9]=1[C:17]([O:19][CH3:20])=[O:18]. (3) Given the product [NH2:1][C:4]1[CH:5]=[CH:6][C:7]([C:10]2[NH:14][C:13]3[CH:15]=[C:16]([CH3:20])[C:17]([CH3:19])=[CH:18][C:12]=3[N:11]=2)=[CH:8][CH:9]=1, predict the reactants needed to synthesize it. The reactants are: [N+:1]([C:4]1[CH:9]=[CH:8][C:7]([C:10]2[NH:11][C:12]3[CH:18]=[C:17]([CH3:19])[C:16]([CH3:20])=[CH:15][C:13]=3[N:14]=2)=[CH:6][CH:5]=1)([O-])=O.NC1C=C(C)C(C)=CC=1N.[N+](C1C=CC(C(O)=O)=CC=1)([O-])=O.